From a dataset of NCI-60 drug combinations with 297,098 pairs across 59 cell lines. Regression. Given two drug SMILES strings and cell line genomic features, predict the synergy score measuring deviation from expected non-interaction effect. (1) Drug 1: CCCCC(=O)OCC(=O)C1(CC(C2=C(C1)C(=C3C(=C2O)C(=O)C4=C(C3=O)C=CC=C4OC)O)OC5CC(C(C(O5)C)O)NC(=O)C(F)(F)F)O. Drug 2: C1CCC(C(C1)N)N.C(=O)(C(=O)[O-])[O-].[Pt+4]. Cell line: M14. Synergy scores: CSS=31.3, Synergy_ZIP=-14.0, Synergy_Bliss=-21.6, Synergy_Loewe=-21.2, Synergy_HSA=-18.5. (2) Drug 1: CC1=C(C(CCC1)(C)C)C=CC(=CC=CC(=CC(=O)O)C)C. Drug 2: CC1C(C(CC(O1)OC2CC(OC(C2O)C)OC3=CC4=CC5=C(C(=O)C(C(C5)C(C(=O)C(C(C)O)O)OC)OC6CC(C(C(O6)C)O)OC7CC(C(C(O7)C)O)OC8CC(C(C(O8)C)O)(C)O)C(=C4C(=C3C)O)O)O)O. Cell line: EKVX. Synergy scores: CSS=17.9, Synergy_ZIP=2.61, Synergy_Bliss=3.87, Synergy_Loewe=-10.2, Synergy_HSA=2.70. (3) Drug 1: CCCS(=O)(=O)NC1=C(C(=C(C=C1)F)C(=O)C2=CNC3=C2C=C(C=N3)C4=CC=C(C=C4)Cl)F. Drug 2: CC1=C2C(C(=O)C3(C(CC4C(C3C(C(C2(C)C)(CC1OC(=O)C(C(C5=CC=CC=C5)NC(=O)OC(C)(C)C)O)O)OC(=O)C6=CC=CC=C6)(CO4)OC(=O)C)OC)C)OC. Cell line: UACC-257. Synergy scores: CSS=61.8, Synergy_ZIP=10.8, Synergy_Bliss=10.5, Synergy_Loewe=12.8, Synergy_HSA=14.2. (4) Drug 1: CCC(=C(C1=CC=CC=C1)C2=CC=C(C=C2)OCCN(C)C)C3=CC=CC=C3.C(C(=O)O)C(CC(=O)O)(C(=O)O)O. Drug 2: CC1=C(C=C(C=C1)C(=O)NC2=CC(=CC(=C2)C(F)(F)F)N3C=C(N=C3)C)NC4=NC=CC(=N4)C5=CN=CC=C5. Cell line: SK-OV-3. Synergy scores: CSS=-4.25, Synergy_ZIP=2.36, Synergy_Bliss=-0.196, Synergy_Loewe=-2.06, Synergy_HSA=-3.93. (5) Drug 1: C1CN1C2=NC(=NC(=N2)N3CC3)N4CC4. Drug 2: C1=C(C(=O)NC(=O)N1)N(CCCl)CCCl. Cell line: LOX IMVI. Synergy scores: CSS=47.4, Synergy_ZIP=-4.29, Synergy_Bliss=-3.24, Synergy_Loewe=1.72, Synergy_HSA=3.81.